Dataset: Reaction yield outcomes from USPTO patents with 853,638 reactions. Task: Predict the reaction yield, written as a fraction of the theoretical maximum amount of product (1.0 means a 100% yield; for example, 0.34 means a 34% yield). (1) The yield is 0.270. The catalyst is O.C(OCC)(=O)C. The reactants are [Cl-].O[NH3+:3].[C:4](=[O:7])([O-])[OH:5].[Na+].CS(C)=O.[OH:13][CH2:14][CH:15]([CH3:49])[O:16][C:17]1[CH:22]=[CH:21][C:20]([N:23]2[C:28](=[O:29])[C:27]([CH2:30][C:31]3[CH:36]=[CH:35][C:34]([C:37]4[C:38]([C:43]#[N:44])=[CH:39][CH:40]=[CH:41][CH:42]=4)=[CH:33][CH:32]=3)=[C:26]([CH2:45][CH2:46][CH3:47])[N:25]=[C:24]2[CH3:48])=[CH:19][CH:18]=1. The product is [OH:13][CH2:14][CH:15]([CH3:49])[O:16][C:17]1[CH:22]=[CH:21][C:20]([N:23]2[C:28](=[O:29])[C:27]([CH2:30][C:31]3[CH:36]=[CH:35][C:34]([C:37]4[CH:42]=[CH:41][CH:40]=[CH:39][C:38]=4[C:43]4[NH:3][C:4](=[O:7])[O:5][N:44]=4)=[CH:33][CH:32]=3)=[C:26]([CH2:45][CH2:46][CH3:47])[N:25]=[C:24]2[CH3:48])=[CH:19][CH:18]=1. (2) The product is [CH3:14][O:15][C:16]1[CH:17]=[CH:18][C:19]([C:20]([NH:22][C:23]2[C:24]([NH:29][C:8](=[O:10])[C:7]3[CH:6]=[CH:5][C:4]([O:3][CH2:1][CH3:2])=[CH:12][CH:11]=3)=[CH:25][CH:26]=[CH:27][CH:28]=2)=[O:21])=[CH:30][CH:31]=1. The catalyst is CN(C)C=O.C(Cl)Cl. The reactants are [CH2:1]([O:3][C:4]1[CH:12]=[CH:11][C:7]([C:8]([OH:10])=O)=[CH:6][CH:5]=1)[CH3:2].[Cl-].[CH3:14][O:15][C:16]1[CH:31]=[CH:30][C:19]([C:20]([NH:22][C:23]2[C:24]([NH2:29])=[CH:25][CH:26]=[CH:27][CH:28]=2)=[O:21])=[CH:18][CH:17]=1.C(N(CC)CC)C. The yield is 0.410. (3) The reactants are [CH2:1]1[C:3]([NH2:7])([C:4]([OH:6])=[O:5])[CH2:2]1.[CH3:8][CH:9]([CH3:25])[C:10]([O:12][CH2:13][O:14][C:15](ON1C(=O)CCC1=O)=[O:16])=[O:11]. No catalyst specified. The product is [C:10]([O:12][CH2:13][O:14][C:15]([NH:7][C:3]1([C:4]([OH:6])=[O:5])[CH2:2][CH2:1]1)=[O:16])(=[O:11])[CH:9]([CH3:25])[CH3:8]. The yield is 0.440. (4) The reactants are C(OC([N:8]1[CH2:12][C@@H:11]([CH2:13][O:14][CH3:15])[CH2:10][C@H:9]1[C:16]1[NH:20][C:19]2[C:21]3[C:26]([CH:27]=[CH:28][C:18]=2[N:17]=1)=[CH:25][C:24]1[C:29]2[C:34]([CH2:35][O:36][C:23]=1[CH:22]=3)=[CH:33][C:32]([C:37]1[CH:38]=[CH:39][C:40]3[N:44]=[C:43]([C@@H:45]4[CH2:49][CH2:48][CH2:47][N:46]4[C:50](=[O:60])[C@@H:51]([NH:55][C:56]([O:58][CH3:59])=[O:57])[CH:52]([CH3:54])[CH3:53])[NH:42][C:41]=3[CH:61]=1)=[CH:31][CH:30]=2)=O)(C)(C)C.Cl.[CH3:63][O:64][C:65]([NH:67][C@@H:68]([CH:72]([CH3:74])[CH3:73])[C:69](O)=[O:70])=[O:66].CN(C(ON1N=NC2C=CC=NC1=2)=[N+](C)C)C.F[P-](F)(F)(F)(F)F.C(N(C(C)C)CC)(C)C. The catalyst is CN(C=O)C.C(OCC)(=O)C.C(O)C. The product is [CH3:59][O:58][C:56]([NH:55][C@@H:51]([CH:52]([CH3:53])[CH3:54])[C:50]([N:46]1[CH2:47][CH2:48][CH2:49][C@H:45]1[C:43]1[NH:42][C:41]2[CH:61]=[C:37]([C:32]3[CH:33]=[C:34]4[CH2:35][O:36][C:23]5[CH:22]=[C:21]6[C:26]([CH:27]=[CH:28][C:18]7[N:17]=[C:16]([C@@H:9]8[CH2:10][C@H:11]([CH2:13][O:14][CH3:15])[CH2:12][N:8]8[C@@:68]([NH:67][C:65](=[O:66])[O:64][CH3:63])([CH:72]([CH3:74])[CH3:73])[CH:69]=[O:70])[NH:20][C:19]=76)=[CH:25][C:24]=5[C:29]4=[CH:30][CH:31]=3)[CH:38]=[CH:39][C:40]=2[N:44]=1)=[O:60])=[O:57]. The yield is 0.400. (5) The reactants are [CH3:1][O:2][C:3]1[C:8]([C:9]2[C:22]3[C:17](=[CH:18][C:19]([O:25][CH2:26][CH3:27])=[C:20]([O:23][CH3:24])[CH:21]=3)[C@@H:16]3[C@@H:11]([CH2:12][CH2:13][C@@H:14]([OH:28])[CH2:15]3)[N:10]=2)=[CH:7][CH:6]=[C:5]([O:29][CH3:30])[N:4]=1.[CH2:31]([S:37]([OH:40])(=[O:39])=[O:38])[CH2:32][S:33]([OH:36])(=[O:35])=[O:34]. The catalyst is O1CCCC1. The product is [CH2:31]([S:37]([OH:40])(=[O:39])=[O:38])[CH2:32][S:33]([OH:36])(=[O:35])=[O:34].[CH3:1][O:2][C:3]1[C:8]([C:9]2[C:22]3[C:17](=[CH:18][C:19]([O:25][CH2:26][CH3:27])=[C:20]([O:23][CH3:24])[CH:21]=3)[C@@H:16]3[C@@H:11]([CH2:12][CH2:13][C@@H:14]([OH:28])[CH2:15]3)[N:10]=2)=[CH:7][CH:6]=[C:5]([O:29][CH3:30])[N:4]=1. The yield is 0.770. (6) The reactants are [OH-].[K+].[Br:3][C:4]1[CH:5]=[CH:6][C:7]2[NH:8][C:9]3[C:14]([C:15]=2[CH:16]=1)=[CH:13][C:12]([Br:17])=[CH:11][CH:10]=3.[CH2:18]([CH:20]1[O:22][CH2:21]1)Br. The catalyst is CN(C=O)C. The product is [Br:17][C:12]1[CH:11]=[CH:10][C:9]2[N:8]([CH2:18][CH:20]3[CH2:21][O:22]3)[C:7]3[C:15]([C:14]=2[CH:13]=1)=[CH:16][C:4]([Br:3])=[CH:5][CH:6]=3. The yield is 0.660.